Dataset: Forward reaction prediction with 1.9M reactions from USPTO patents (1976-2016). Task: Predict the product of the given reaction. Given the reactants [Br:1][C:2]1[CH:3]=[C:4]([C:8](=[O:18])[CH2:9][C:10]2[CH:15]=[CH:14][N:13]=[C:12]([S:16][CH3:17])[N:11]=2)[CH:5]=[CH:6][CH:7]=1.[N:19]([O-])=[O:20].[Na+], predict the reaction product. The product is: [Br:1][C:2]1[CH:3]=[C:4]([C:8](=[O:18])[C:9]([C:10]2[CH:15]=[CH:14][N:13]=[C:12]([S:16][CH3:17])[N:11]=2)=[N:19][OH:20])[CH:5]=[CH:6][CH:7]=1.